From a dataset of Forward reaction prediction with 1.9M reactions from USPTO patents (1976-2016). Predict the product of the given reaction. (1) Given the reactants [F:1][C:2]1[CH:7]=[CH:6][C:5]([C:8]([C:10]2[CH:15]=[CH:14][C:13]([OH:16])=[CH:12][CH:11]=2)=[O:9])=[CH:4][CH:3]=1.Cl[CH2:18][CH2:19][OH:20].C(=O)([O-])[O-].[K+].[K+].[I-].[K+].Cl, predict the reaction product. The product is: [F:1][C:2]1[CH:7]=[CH:6][C:5]([C:8]([C:10]2[CH:15]=[CH:14][C:13]([O:16][CH2:18][CH2:19][OH:20])=[CH:12][CH:11]=2)=[O:9])=[CH:4][CH:3]=1. (2) Given the reactants [F:1][C:2]([F:28])([O:7][C:8]1[CH:13]=[CH:12][C:11]([N:14]2[CH:18]=[N:17][C:16]([C:19]3[CH:27]=[CH:26][C:22]([C:23](O)=[O:24])=[CH:21][CH:20]=3)=[N:15]2)=[CH:10][CH:9]=1)[C:3]([F:6])([F:5])[F:4].S(Cl)([Cl:31])=O, predict the reaction product. The product is: [F:1][C:2]([F:28])([O:7][C:8]1[CH:13]=[CH:12][C:11]([N:14]2[CH:18]=[N:17][C:16]([C:19]3[CH:27]=[CH:26][C:22]([C:23]([Cl:31])=[O:24])=[CH:21][CH:20]=3)=[N:15]2)=[CH:10][CH:9]=1)[C:3]([F:6])([F:5])[F:4]. (3) Given the reactants [F:1][C:2]1[CH:7]=[CH:6][C:5]([CH2:8][CH2:9][NH2:10])=[CH:4][CH:3]=1.Cl[C:12]1[CH:17]=[C:16]([C:18]2[CH:23]=[CH:22][CH:21]=[C:20]([CH3:24])[C:19]=2[CH3:25])[N:15]=[C:14]([NH2:26])[N:13]=1, predict the reaction product. The product is: [CH3:25][C:19]1[C:20]([CH3:24])=[CH:21][CH:22]=[CH:23][C:18]=1[C:16]1[N:15]=[C:14]([NH2:26])[N:13]=[C:12]([NH:10][CH2:9][CH2:8][C:5]2[CH:6]=[CH:7][C:2]([F:1])=[CH:3][CH:4]=2)[CH:17]=1. (4) Given the reactants [NH:1]1[CH2:5][CH2:4][CH2:3][CH2:2]1.C([Li])CCC.[CH3:11][C:12]1([CH3:32])[CH:29]=[C:28]([CH3:30])[C:27]2[C:14](=[CH:15][CH:16]=[C:17]3[C:26]=2[C:25](=[O:31])[O:24][C:23]2[C:18]3=[CH:19][CH:20]=[CH:21][CH:22]=2)[NH:13]1.[NH4+].[Cl-], predict the reaction product. The product is: [OH:24][C:23]1[CH:22]=[CH:21][CH:20]=[CH:19][C:18]=1[C:17]1[C:26]([C:25]([N:1]2[CH2:5][CH2:4][CH2:3][CH2:2]2)=[O:31])=[C:27]2[C:14](=[CH:15][CH:16]=1)[NH:13][C:12]([CH3:11])([CH3:32])[CH:29]=[C:28]2[CH3:30]. (5) Given the reactants [NH2:1][C:2]1[CH:3]=[N:4][C:5]2[C:10]([C:11]=1[NH:12][CH2:13][CH2:14][NH:15][C:16](=[O:22])[O:17][C:18]([CH3:21])([CH3:20])[CH3:19])=[CH:9][CH:8]=[C:7]([Br:23])[CH:6]=2.C(N(CC)CC)C.[Cl:31][CH2:32][C:33](Cl)=O, predict the reaction product. The product is: [Br:23][C:7]1[CH:8]=[CH:9][C:10]2[C:11]3[N:12]([CH2:13][CH2:14][NH:15][C:16](=[O:22])[O:17][C:18]([CH3:19])([CH3:20])[CH3:21])[C:33]([CH2:32][Cl:31])=[N:1][C:2]=3[CH:3]=[N:4][C:5]=2[CH:6]=1.